From a dataset of Catalyst prediction with 721,799 reactions and 888 catalyst types from USPTO. Predict which catalyst facilitates the given reaction. (1) Reactant: [CH:1]1([CH2:7][O:8][C:9]2[C:10]3[N:11]([C:15]([C:19]([NH:21][C@@H:22]4[C:30]5[C:25](=[CH:26][C:27]([CH3:31])=[CH:28][CH:29]=5)[CH2:24][C@H:23]4[C:32]([O:34]C)=[O:33])=[O:20])=[C:16]([CH3:18])[N:17]=3)[CH:12]=[CH:13][CH:14]=2)[CH2:6][CH2:5][CH2:4][CH2:3][CH2:2]1.Cl. Product: [CH:1]1([CH2:7][O:8][C:9]2[C:10]3[N:11]([C:15]([C:19]([NH:21][C@@H:22]4[C:30]5[C:25](=[CH:26][C:27]([CH3:31])=[CH:28][CH:29]=5)[CH2:24][C@H:23]4[C:32]([OH:34])=[O:33])=[O:20])=[C:16]([CH3:18])[N:17]=3)[CH:12]=[CH:13][CH:14]=2)[CH2:6][CH2:5][CH2:4][CH2:3][CH2:2]1. The catalyst class is: 12. (2) Reactant: S([N:8]=[N+:9]=[N-:10])(C(F)(F)F)(=O)=O.[N-]=[N+]=[N-].[Na+].N[CH2:16][CH:17]1[CH2:22][CH2:21][NH:20][CH2:19][CH2:18]1.C([O-])([O-])=O.[K+].[K+]. Product: [N:8]([CH2:16][CH:17]1[CH2:22][CH2:21][NH:20][CH2:19][CH2:18]1)=[N+:9]=[N-:10]. The catalyst class is: 232. (3) Reactant: [CH2:1]([N:3]1[C:7](=[O:8])[N:6]([C:9]2[CH:14]=[CH:13][C:12]([N:15]3[CH2:20][CH2:19][N:18]([C:21]4[CH:26]=[CH:25][C:24]([O:27]C)=[CH:23][CH:22]=4)[CH2:17][CH2:16]3)=[CH:11][CH:10]=2)[CH:5]=[N:4]1)[CH3:2]. Product: [CH2:1]([N:3]1[C:7](=[O:8])[N:6]([C:9]2[CH:10]=[CH:11][C:12]([N:15]3[CH2:16][CH2:17][N:18]([C:21]4[CH:22]=[CH:23][C:24]([OH:27])=[CH:25][CH:26]=4)[CH2:19][CH2:20]3)=[CH:13][CH:14]=2)[CH:5]=[N:4]1)[CH3:2]. The catalyst class is: 201. (4) Reactant: [CH2:1]([N:8]([CH2:14]OC)[CH2:9][Si](C)(C)C)[C:2]1[CH:7]=[CH:6][CH:5]=[CH:4][CH:3]=1.[C:17]([O:22][CH2:23][CH3:24])(=[O:21])[C:18]#[C:19][CH3:20].FC(F)(F)C(O)=O. Product: [CH2:1]([N:8]1[CH2:9][C:19]([CH3:20])=[C:18]([C:17]([O:22][CH2:23][CH3:24])=[O:21])[CH2:14]1)[C:2]1[CH:3]=[CH:4][CH:5]=[CH:6][CH:7]=1. The catalyst class is: 2. (5) Reactant: [NH2:1][C:2]1[CH:7]=[CH:6][CH:5]=[CH:4][CH:3]=1.[CH3:8][C:9](=O)[CH2:10][CH2:11][C:12](=O)[CH3:13].CC(O)=O. Product: [CH3:13][C:12]1[N:1]([C:2]2[CH:7]=[CH:6][CH:5]=[CH:4][CH:3]=2)[C:9]([CH3:8])=[CH:10][CH:11]=1. The catalyst class is: 33.